Predict the reactants needed to synthesize the given product. From a dataset of Full USPTO retrosynthesis dataset with 1.9M reactions from patents (1976-2016). Given the product [CH3:19][C:20]1[CH:25]=[CH:24][CH:23]=[CH:22][C:21]=1[C:26]1[CH:31]=[CH:30][C:29]([C:6]([N:8]2[CH2:12][C:11](=[N:13][O:14][CH3:15])[CH2:10][C@H:9]2[C:16]([NH:36][CH2:37][CH2:38][C:39]2[CH:44]=[CH:43][C:42]([OH:45])=[CH:41][CH:40]=2)=[O:18])=[O:7])=[C:28]([CH3:35])[CH:27]=1, predict the reactants needed to synthesize it. The reactants are: C(O[C:6]([N:8]1[CH2:12][C:11](=[N:13][O:14][CH3:15])[CH2:10][C@H:9]1[C:16]([OH:18])=O)=[O:7])(C)(C)C.[CH3:19][C:20]1[CH:25]=[CH:24][CH:23]=[CH:22][C:21]=1[C:26]1[CH:31]=[CH:30][C:29](C(O)=O)=[C:28]([CH3:35])[CH:27]=1.[NH2:36][CH2:37][CH2:38][C:39]1[CH:44]=[CH:43][C:42]([OH:45])=[CH:41][CH:40]=1.